Dataset: Forward reaction prediction with 1.9M reactions from USPTO patents (1976-2016). Task: Predict the product of the given reaction. The product is: [CH2:18]([O:17][C:15](=[O:16])[CH2:14][C:13]([NH:1][C:2]1[C:3]([C:8]([O:10][CH3:11])=[O:9])=[N:4][CH:5]=[CH:6][CH:7]=1)=[O:20])[CH3:19]. Given the reactants [NH2:1][C:2]1[C:3]([C:8]([O:10][CH3:11])=[O:9])=[N:4][CH:5]=[CH:6][CH:7]=1.Cl[C:13](=[O:20])[CH2:14][C:15]([O:17][CH2:18][CH3:19])=[O:16], predict the reaction product.